From a dataset of CYP3A4 inhibition data for predicting drug metabolism from PubChem BioAssay. Regression/Classification. Given a drug SMILES string, predict its absorption, distribution, metabolism, or excretion properties. Task type varies by dataset: regression for continuous measurements (e.g., permeability, clearance, half-life) or binary classification for categorical outcomes (e.g., BBB penetration, CYP inhibition). Dataset: cyp3a4_veith. (1) The compound is CN1CCN(c2ncc3nc(-c4cn(C)c5ccccc45)c(=O)n(-c4ccccc4)c3n2)CC1. The result is 1 (inhibitor). (2) The molecule is COc1ccc(-n2c(=O)c(-c3cccs3)nc3cnc(N4CCNCC4)nc32)cc1. The result is 1 (inhibitor).